From a dataset of Full USPTO retrosynthesis dataset with 1.9M reactions from patents (1976-2016). Predict the reactants needed to synthesize the given product. (1) Given the product [Cl:1][C:2]1[CH:7]=[C:6]([C:8]2[N:12]=[C:11]([C:13]3[N:14]=[C:15]4[C:20]([Cl:21])=[CH:19][C:18]([C:22]([F:23])([F:25])[F:24])=[CH:17][N:16]4[CH:26]=3)[O:10][N:9]=2)[C:5]([Cl:27])=[CH:4][C:3]=1[O:28][CH2:31][C@@H:32]([OH:34])[CH3:33], predict the reactants needed to synthesize it. The reactants are: [Cl:1][C:2]1[CH:7]=[C:6]([C:8]2[N:12]=[C:11]([C:13]3[N:14]=[C:15]4[C:20]([Cl:21])=[CH:19][C:18]([C:22]([F:25])([F:24])[F:23])=[CH:17][N:16]4[CH:26]=3)[O:10][N:9]=2)[C:5]([Cl:27])=[CH:4][C:3]=1[OH:28].[OH-].[Na+].[CH2:31]1[O:34][C@H:32]1[CH3:33]. (2) Given the product [ClH:24].[F:1][C:2]1[CH:7]=[N:6][C:5]([N:8]2[CH2:16][C@@H:15]3[C@@:10]([C:18]4[S:19][C:20]([F:23])=[CH:21][CH:22]=4)([N:11]=[C:12]([NH2:17])[S:13][CH2:14]3)[CH2:9]2)=[N:4][CH:3]=1, predict the reactants needed to synthesize it. The reactants are: [F:1][C:2]1[CH:3]=[N:4][C:5]([N:8]2[CH2:16][C@@H:15]3[C@@:10]([C:18]4[S:19][C:20]([F:23])=[CH:21][CH:22]=4)([N:11]=[C:12]([NH2:17])[S:13][CH2:14]3)[CH2:9]2)=[N:6][CH:7]=1.[ClH:24]. (3) Given the product [ClH:19].[F:13][C:14]1[CH:15]=[C:16]([CH:20]=[CH:21][C:22]=1[F:23])[C:17]([O:1][CH2:2][CH2:3][NH:4][CH3:5])=[O:18], predict the reactants needed to synthesize it. The reactants are: [OH:1][CH2:2][CH2:3][N:4](C)[C:5](=O)OC(C)(C)C.[F:13][C:14]1[CH:15]=[C:16]([CH:20]=[CH:21][C:22]=1[F:23])[C:17]([Cl:19])=[O:18].N1C=CC=CC=1. (4) Given the product [CH:1]1([C:7]2[CH:8]=[CH:9][C:10]([C:13]3[CH:54]=[CH:53][C:16]([CH2:17][C:18]4[N:19]([C:31]5[CH:36]=[CH:35][C:34]([N:37]6[S:41](=[O:43])(=[O:42])[N:40]([CH2:44][O:45][CH2:46][CH2:47][Si:48]([CH3:49])([CH3:50])[CH3:51])[C:39](=[O:52])[CH2:38]6)=[CH:33][CH:32]=5)[CH:20]=[C:21]([C:23]5[CH:28]=[CH:27][C:26]([Cl:29])=[CH:25][C:24]=5[Cl:30])[N:22]=4)=[CH:15][CH:14]=3)=[N:11][CH:12]=2)[CH2:2][CH2:3][CH2:4][CH2:5][CH2:6]1, predict the reactants needed to synthesize it. The reactants are: [C:1]1([C:7]2[CH:8]=[CH:9][C:10]([C:13]3[CH:54]=[CH:53][C:16]([CH2:17][C:18]4[N:19]([C:31]5[CH:36]=[CH:35][C:34]([N:37]6[S:41](=[O:43])(=[O:42])[N:40]([CH2:44][O:45][CH2:46][CH2:47][Si:48]([CH3:51])([CH3:50])[CH3:49])[C:39](=[O:52])[CH2:38]6)=[CH:33][CH:32]=5)[CH:20]=[C:21]([C:23]5[CH:28]=[CH:27][C:26]([Cl:29])=[CH:25][C:24]=5[Cl:30])[N:22]=4)=[CH:15][CH:14]=3)=[N:11][CH:12]=2)[CH2:6][CH2:5][CH2:4][CH2:3][CH:2]=1. (5) Given the product [OH:32][C@@H:27]1[CH2:28][CH2:29][CH2:30][CH2:31][C@H:26]1[NH:25][C:16]1[O:17][C:13]2[CH:12]=[C:11]([O:10][C:8]3[CH:7]=[CH:6][N:5]=[C:4]([C:3]([NH:2][CH3:1])=[O:23])[CH:9]=3)[CH:22]=[CH:21][C:14]=2[N:15]=1, predict the reactants needed to synthesize it. The reactants are: [CH3:1][NH:2][C:3](=[O:23])[C:4]1[CH:9]=[C:8]([O:10][C:11]2[CH:22]=[CH:21][C:14]3[N:15]=[C:16](S(C)=O)[O:17][C:13]=3[CH:12]=2)[CH:7]=[CH:6][N:5]=1.Cl.[NH2:25][C@@H:26]1[CH2:31][CH2:30][CH2:29][CH2:28][C@H:27]1[OH:32].CCN(C(C)C)C(C)C. (6) Given the product [CH3:1][O:2][C:3]([C:5]1([CH2:38][C:35]2[CH:36]=[CH:37][C:32]([C:29]3[CH:28]=[CH:27][CH:26]=[CH:31][CH:30]=3)=[CH:33][CH:34]=2)[CH2:6][CH2:7][N:8]([C:11]([O:13][C:14]([CH3:17])([CH3:16])[CH3:15])=[O:12])[CH2:9][CH2:10]1)=[O:4], predict the reactants needed to synthesize it. The reactants are: [CH3:1][O:2][C:3]([CH:5]1[CH2:10][CH2:9][N:8]([C:11]([O:13][C:14]([CH3:17])([CH3:16])[CH3:15])=[O:12])[CH2:7][CH2:6]1)=[O:4].C([N-]C(C)C)(C)C.[Li+].[CH:26]1[CH:31]=[CH:30][C:29]([C:32]2[CH:37]=[CH:36][C:35]([CH2:38]Br)=[CH:34][CH:33]=2)=[CH:28][CH:27]=1.C(OCC)(=O)C. (7) Given the product [CH:2]1([C:7](=[O:9])[CH2:8][C:10](=[O:16])[C:11]([O:13][CH2:14][CH3:15])=[O:12])[CH2:6][CH2:5][CH2:4][CH2:3]1, predict the reactants needed to synthesize it. The reactants are: [Na].[CH:2]1([C:7](=[O:9])[CH3:8])[CH2:6][CH2:5][CH2:4][CH2:3]1.[C:10](OCC)(=[O:16])[C:11]([O:13][CH2:14][CH3:15])=[O:12].S(=O)(=O)(O)O. (8) The reactants are: C(N(CC)CC)C.[CH:8]([C:10]1[C:18]2[C:13](=[CH:14][CH:15]=[CH:16][CH:17]=2)[N:12](C(OC(C)(C)C)=O)[CH:11]=1)=[O:9].[F:26][C:27]1[CH:28]=[C:29]([CH:33]=[N:34][C:35]2[CH:40]=[CH:39][CH:38]=[C:37]([O:41][CH3:42])[CH:36]=2)[CH:30]=[N:31][CH:32]=1. Given the product [F:26][C:27]1[CH:28]=[C:29]([CH:33]([NH:34][C:35]2[CH:40]=[CH:39][CH:38]=[C:37]([O:41][CH3:42])[CH:36]=2)[C:8]([C:10]2[C:18]3[C:13](=[CH:14][CH:15]=[CH:16][CH:17]=3)[NH:12][CH:11]=2)=[O:9])[CH:30]=[N:31][CH:32]=1, predict the reactants needed to synthesize it.